From a dataset of Catalyst prediction with 721,799 reactions and 888 catalyst types from USPTO. Predict which catalyst facilitates the given reaction. (1) Reactant: C[Mg]I.O1CCC[CH2:5]1.C(N(CC)CC)C.C(O[C:19]([C:21]1[CH:25]=[C:24]([C:26]2[CH:31]=[CH:30][CH:29]=[C:28]([Cl:32])[CH:27]=2)[O:23][N:22]=1)=[O:20])C.Cl. Product: [Cl:32][C:28]1[CH:27]=[C:26]([C:24]2[O:23][N:22]=[C:21]([C:19](=[O:20])[CH3:5])[CH:25]=2)[CH:31]=[CH:30][CH:29]=1. The catalyst class is: 11. (2) Reactant: CN(C(ON1N=NC2C=CC=CC1=2)=[N+](C)C)C.[B-](F)(F)(F)F.Cl.[N:24]1[CH:29]=[CH:28][CH:27]=[CH:26][C:25]=1[NH:30][CH2:31][CH2:32][CH2:33][O:34][C:35]1[CH:47]=[CH:46][C:38]([CH2:39][C@@H:40]([C:42]([O:44]C)=[O:43])[NH2:41])=[CH:37][CH:36]=1.[Cl:48][C:49]1[CH:57]=[CH:56][CH:55]=[CH:54][C:50]=1[C:51](O)=[O:52].CN1CCOCC1.[Li+].[OH-]. Product: [Cl:48][C:49]1[CH:57]=[CH:56][CH:55]=[CH:54][C:50]=1[C:51]([NH:41][C@H:40]([C:42]([OH:44])=[O:43])[CH2:39][C:38]1[CH:46]=[CH:47][C:35]([O:34][CH2:33][CH2:32][CH2:31][NH:30][C:25]2[CH:26]=[CH:27][CH:28]=[CH:29][N:24]=2)=[CH:36][CH:37]=1)=[O:52]. The catalyst class is: 18. (3) Reactant: [CH3:1][C:2]1[N:7]=[C:6]([N:8]2[C@@H:15]3[C@@H:10]([CH2:11][CH2:12][NH:13][CH2:14]3)[CH2:9]2)[CH:5]=[N:4][CH:3]=1.CC1C=C(C)N=C(N2[C@@H]3[C@@H](CCNC3)C2)N=1.[N:32]1[N:33]([C:37]2[CH:45]=[CH:44][CH:43]=[CH:42][C:38]=2[C:39](O)=[O:40])[N:34]=[CH:35][CH:36]=1.S1C=CC=C1C1C=CC=CC=1C(O)=O. Product: [CH3:1][C:2]1[N:7]=[C:6]([N:8]2[C@@H:15]3[C@@H:10]([CH2:11][CH2:12][N:13]([C:39]([C:38]4[CH:42]=[CH:43][CH:44]=[CH:45][C:37]=4[N:33]4[N:34]=[CH:35][CH:36]=[N:32]4)=[O:40])[CH2:14]3)[CH2:9]2)[CH:5]=[N:4][CH:3]=1. The catalyst class is: 2. (4) Reactant: [C:1]12([C:14](=[O:15])[NH:13][C:12](=[O:16])[NH:11]1)[C:10]1[C:5](=[CH:6][CH:7]=[CH:8][CH:9]=1)CCC2.[C-:17]#[N:18].[K+].CC[OH:22]. Product: [NH:18]1[C:9]2[C:10](=[CH:5][CH:6]=[CH:7][CH:8]=2)[C:1]2([C:14](=[O:15])[NH:13][C:12](=[O:16])[NH:11]2)[C:17]1=[O:22]. The catalyst class is: 6. (5) Reactant: Br[CH2:2][CH2:3][CH2:4][CH2:5][CH2:6][CH2:7][CH2:8][CH2:9][CH2:10][CH3:11].O.[Br:13][C:14]1[CH:15]=[CH:16][C:17]2[NH:18][C:19]3[C:24]([C:25]=2[CH:26]=1)=[CH:23][C:22]([Br:27])=[CH:21][CH:20]=3. Product: [CH2:2]([N:18]1[C:17]2[CH:16]=[CH:15][C:14]([Br:13])=[CH:26][C:25]=2[C:24]2[C:19]1=[CH:20][CH:21]=[C:22]([Br:27])[CH:23]=2)[CH2:3][CH2:4][CH2:5][CH2:6][CH2:7][CH2:8][CH2:9][CH2:10][CH3:11]. The catalyst class is: 9. (6) Reactant: [C:1]([C:5]1[N:9]([CH2:10][CH:11]2[CH2:16][CH2:15][C:14]([F:18])([F:17])[CH2:13][CH2:12]2)[C:8]2[CH:19]=[CH:20][C:21]([S:23](Cl)(=[O:25])=[O:24])=[CH:22][C:7]=2[N:6]=1)([CH3:4])([CH3:3])[CH3:2].[CH:27]1([NH:30][C:31]([CH:33]2[O:38][CH2:37][CH2:36][NH:35][CH2:34]2)=[O:32])[CH2:29][CH2:28]1.CCN(C(C)C)C(C)C. Product: [C:1]([C:5]1[N:9]([CH2:10][CH:11]2[CH2:16][CH2:15][C:14]([F:18])([F:17])[CH2:13][CH2:12]2)[C:8]2[CH:19]=[CH:20][C:21]([S:23]([N:35]3[CH2:36][CH2:37][O:38][CH:33]([C:31]([NH:30][CH:27]4[CH2:28][CH2:29]4)=[O:32])[CH2:34]3)(=[O:25])=[O:24])=[CH:22][C:7]=2[N:6]=1)([CH3:4])([CH3:3])[CH3:2]. The catalyst class is: 26. (7) Reactant: C(OP([CH2:9][C:10]([O:12][CH2:13][CH3:14])=[O:11])(OCC)=O)C.[H-].[Na+].[CH2:17]([O:21][C:22]1[CH:26]=[C:25]([CH:27]=O)[N:24]([CH2:29][C:30]2[CH:35]=[CH:34][C:33]([C:36]([F:39])([F:38])[F:37])=[CH:32][C:31]=2[Cl:40])[N:23]=1)[CH2:18][CH2:19][CH3:20].[Cl-].[NH4+]. The catalyst class is: 348. Product: [CH2:17]([O:21][C:22]1[CH:26]=[C:25](/[CH:27]=[CH:9]/[C:10]([O:12][CH2:13][CH3:14])=[O:11])[N:24]([CH2:29][C:30]2[CH:35]=[CH:34][C:33]([C:36]([F:39])([F:38])[F:37])=[CH:32][C:31]=2[Cl:40])[N:23]=1)[CH2:18][CH2:19][CH3:20]. (8) Reactant: [NH2:1][C:2]1[CH:7]=[CH:6][C:5]([OH:8])=[C:4]([F:9])[CH:3]=1.[H-].[Na+].[CH2:12]([O:19][C:20]([N:22]1[CH2:26][CH:25]2[CH2:27][CH:28]([CH2:30][O:31][C:32]3[CH:41]=[C:40]4[C:35]([C:36](Cl)=[N:37][CH:38]=[N:39]4)=[CH:34][C:33]=3[O:43][CH3:44])[CH2:29][CH:24]2[CH2:23]1)=[O:21])[C:13]1[CH:18]=[CH:17][CH:16]=[CH:15][CH:14]=1. Product: [CH2:12]([O:19][C:20]([N:22]1[CH2:23][CH:24]2[CH2:29][CH:28]([CH2:30][O:31][C:32]3[CH:41]=[C:40]4[C:35]([C:36]([O:8][C:5]5[CH:6]=[CH:7][C:2]([NH2:1])=[CH:3][C:4]=5[F:9])=[N:37][CH:38]=[N:39]4)=[CH:34][C:33]=3[O:43][CH3:44])[CH2:27][CH:25]2[CH2:26]1)=[O:21])[C:13]1[CH:18]=[CH:17][CH:16]=[CH:15][CH:14]=1. The catalyst class is: 31.